Predict the reactants needed to synthesize the given product. From a dataset of Full USPTO retrosynthesis dataset with 1.9M reactions from patents (1976-2016). (1) Given the product [Cl:1][C:2]1[N:3]=[C:4]([C:18]([OH:20])=[O:19])[CH:5]=[CH:6][C:7]=1[O:8][CH2:9][O:10][CH3:11], predict the reactants needed to synthesize it. The reactants are: [Cl:1][C:2]1[C:7]([O:8][CH2:9][O:10][CH3:11])=[CH:6][CH:5]=[C:4](I)[N:3]=1.[Li]CCCC.[C:18](=[O:20])=[O:19].[OH-].[Na+]. (2) Given the product [C:3]1(=[O:2])[C:12]2[C:7](=[CH:8][CH:9]=[CH:10][CH:11]=2)[C:6](=[O:13])[CH:5]=[C:4]1/[CH:15]=[C:16](\[CH3:20])/[C:17]([OH:19])=[O:18], predict the reactants needed to synthesize it. The reactants are: C[O:2][C:3]1[C:12]2[C:7](=[CH:8][CH:9]=[CH:10][CH:11]=2)[C:6]([O:13]C)=[CH:5][C:4]=1/[CH:15]=[C:16](\[CH3:20])/[C:17]([OH:19])=[O:18].[N+]([O-])(O)=O.